The task is: Predict which catalyst facilitates the given reaction.. This data is from Catalyst prediction with 721,799 reactions and 888 catalyst types from USPTO. (1) Reactant: [O:1]1[C:5]2([CH2:10][CH2:9][CH2:8][CH2:7][CH:6]2[NH:11][C:12]([NH:14][C:15]2[C:19]([CH3:20])=[CH:18][S:17][CH:16]=2)=[S:13])[O:4][CH2:3][CH2:2]1.CI.[C:23](OCC)(=O)C. Product: [O:1]1[C:5]2([CH2:10][CH2:9][CH2:8][CH2:7][CH:6]2[NH:11][C:12](=[N:14][C:15]2[C:19]([CH3:20])=[CH:18][S:17][CH:16]=2)[S:13][CH3:23])[O:4][CH2:3][CH2:2]1. The catalyst class is: 7. (2) Reactant: [CH3:1][CH:2]1[CH2:4][N:3]1[S:5]([C:8]1[C:13]([CH3:14])=[CH:12][C:11]([CH3:15])=[CH:10][C:9]=1[CH3:16])(=[O:7])=[O:6].[C:17]([O-:20])(=[S:19])[CH3:18].[K+]. Product: [C:17]([S:19][CH2:4][CH:2]([NH:3][S:5]([C:8]1[C:13]([CH3:14])=[CH:12][C:11]([CH3:15])=[CH:10][C:9]=1[CH3:16])(=[O:7])=[O:6])[CH3:1])(=[O:20])[CH3:18]. The catalyst class is: 9.